This data is from Peptide-MHC class I binding affinity with 185,985 pairs from IEDB/IMGT. The task is: Regression. Given a peptide amino acid sequence and an MHC pseudo amino acid sequence, predict their binding affinity value. This is MHC class I binding data. The peptide sequence is KSSSIDVDK. The MHC is HLA-A11:01 with pseudo-sequence HLA-A11:01. The binding affinity (normalized) is 0.530.